Dataset: NCI-60 drug combinations with 297,098 pairs across 59 cell lines. Task: Regression. Given two drug SMILES strings and cell line genomic features, predict the synergy score measuring deviation from expected non-interaction effect. (1) Drug 2: CCCCC(=O)OCC(=O)C1(CC(C2=C(C1)C(=C3C(=C2O)C(=O)C4=C(C3=O)C=CC=C4OC)O)OC5CC(C(C(O5)C)O)NC(=O)C(F)(F)F)O. Cell line: NCIH23. Drug 1: CC(CN1CC(=O)NC(=O)C1)N2CC(=O)NC(=O)C2. Synergy scores: CSS=11.2, Synergy_ZIP=-0.831, Synergy_Bliss=5.99, Synergy_Loewe=7.03, Synergy_HSA=7.07. (2) Drug 1: CC1=C(C(CCC1)(C)C)C=CC(=CC=CC(=CC(=O)O)C)C. Drug 2: C(CC(=O)O)C(=O)CN.Cl. Cell line: UACC62. Synergy scores: CSS=0.790, Synergy_ZIP=-0.348, Synergy_Bliss=1.10, Synergy_Loewe=-3.61, Synergy_HSA=-1.97. (3) Drug 1: C1CC(C1)(C(=O)O)C(=O)O.[NH2-].[NH2-].[Pt+2]. Drug 2: C1=CC=C(C=C1)NC(=O)CCCCCCC(=O)NO. Cell line: CCRF-CEM. Synergy scores: CSS=57.1, Synergy_ZIP=-0.172, Synergy_Bliss=1.13, Synergy_Loewe=-7.73, Synergy_HSA=2.52. (4) Drug 1: C1=CC(=CC=C1CCC2=CNC3=C2C(=O)NC(=N3)N)C(=O)NC(CCC(=O)O)C(=O)O. Drug 2: CCC(=C(C1=CC=CC=C1)C2=CC=C(C=C2)OCCN(C)C)C3=CC=CC=C3.C(C(=O)O)C(CC(=O)O)(C(=O)O)O. Cell line: MOLT-4. Synergy scores: CSS=72.7, Synergy_ZIP=4.07, Synergy_Bliss=3.24, Synergy_Loewe=-11.3, Synergy_HSA=3.03. (5) Drug 1: CC1=C(C(=O)C2=C(C1=O)N3CC4C(C3(C2COC(=O)N)OC)N4)N. Drug 2: N.N.Cl[Pt+2]Cl. Cell line: HT29. Synergy scores: CSS=41.7, Synergy_ZIP=-12.1, Synergy_Bliss=-6.54, Synergy_Loewe=-4.23, Synergy_HSA=-1.48. (6) Drug 1: C1=C(C(=O)NC(=O)N1)F. Drug 2: CC1=C2C(C(=O)C3(C(CC4C(C3C(C(C2(C)C)(CC1OC(=O)C(C(C5=CC=CC=C5)NC(=O)C6=CC=CC=C6)O)O)OC(=O)C7=CC=CC=C7)(CO4)OC(=O)C)O)C)OC(=O)C. Cell line: HOP-92. Synergy scores: CSS=22.8, Synergy_ZIP=-8.51, Synergy_Bliss=-8.55, Synergy_Loewe=-2.75, Synergy_HSA=-1.15. (7) Drug 1: C1C(C(OC1N2C=NC3=C(N=C(N=C32)Cl)N)CO)O. Drug 2: C1=NC2=C(N=C(N=C2N1C3C(C(C(O3)CO)O)O)F)N. Cell line: HCT116. Synergy scores: CSS=55.9, Synergy_ZIP=1.34, Synergy_Bliss=1.79, Synergy_Loewe=-11.0, Synergy_HSA=4.15. (8) Drug 1: CCC1=C2CN3C(=CC4=C(C3=O)COC(=O)C4(CC)O)C2=NC5=C1C=C(C=C5)O. Drug 2: C1C(C(OC1N2C=NC(=NC2=O)N)CO)O. Cell line: NCIH23. Synergy scores: CSS=32.8, Synergy_ZIP=-6.92, Synergy_Bliss=-0.00143, Synergy_Loewe=2.60, Synergy_HSA=3.17. (9) Drug 1: C1CC(=O)NC(=O)C1N2CC3=C(C2=O)C=CC=C3N. Drug 2: CC(C)CN1C=NC2=C1C3=CC=CC=C3N=C2N. Cell line: NCI-H460. Synergy scores: CSS=5.64, Synergy_ZIP=-1.46, Synergy_Bliss=-0.0109, Synergy_Loewe=0.675, Synergy_HSA=0.338. (10) Drug 1: C1=C(C(=O)NC(=O)N1)N(CCCl)CCCl. Drug 2: CC1=C2C(C(=O)C3(C(CC4C(C3C(C(C2(C)C)(CC1OC(=O)C(C(C5=CC=CC=C5)NC(=O)OC(C)(C)C)O)O)OC(=O)C6=CC=CC=C6)(CO4)OC(=O)C)O)C)O. Cell line: OVCAR-5. Synergy scores: CSS=30.6, Synergy_ZIP=-6.53, Synergy_Bliss=-4.92, Synergy_Loewe=-26.9, Synergy_HSA=-3.37.